This data is from Catalyst prediction with 721,799 reactions and 888 catalyst types from USPTO. The task is: Predict which catalyst facilitates the given reaction. (1) Reactant: [Cl:1][C:2]1[N:7]=[C:6]([NH2:8])[N:5]=[C:4]([NH:9][CH:10]2[CH2:15][CH2:14][O:13][CH2:12][CH2:11]2)[C:3]=1[NH2:16].[C:17](Cl)(Cl)=[O:18]. Product: [NH2:8][C:6]1[N:5]=[C:4]2[C:3]([NH:16][C:17](=[O:18])[N:9]2[CH:10]2[CH2:11][CH2:12][O:13][CH2:14][CH2:15]2)=[C:2]([Cl:1])[N:7]=1. The catalyst class is: 182. (2) Reactant: [N:1]([CH2:4][C@@H:5]([OH:21])[C@@H:6]([NH:9][S:10]([C:13]1[CH:18]=[CH:17][C:16]([F:19])=[CH:15][C:14]=1[Cl:20])(=[O:12])=[O:11])[CH2:7][OH:8])=[N+]=[N-].[S:22]1[C:26]2[CH:27]=[CH:28][CH:29]=[CH:30][C:25]=2[CH:24]=[C:23]1[C:31]([NH:33][C@H:34]([C:39](O)=[O:40])[CH2:35][CH:36]([CH3:38])[CH3:37])=[O:32].C1C=C2C(N(O)N=NC2=CC=1)=O.CN1CCOCC1.CCN=C=NCCCN(C)C.Cl. Product: [Cl:20][C:14]1[CH:15]=[C:16]([F:19])[CH:17]=[CH:18][C:13]=1[S:10]([NH:9][C@@H:6]([CH2:7][OH:8])[C@H:5]([OH:21])[CH2:4][NH:1][C:39]([C@@H:34]([NH:33][C:31]([C:23]1[S:22][C:26]2[CH:27]=[CH:28][CH:29]=[CH:30][C:25]=2[CH:24]=1)=[O:32])[CH2:35][CH:36]([CH3:38])[CH3:37])=[O:40])(=[O:12])=[O:11]. The catalyst class is: 687.